Dataset: Forward reaction prediction with 1.9M reactions from USPTO patents (1976-2016). Task: Predict the product of the given reaction. (1) Given the reactants [Cl:1][C:2]1[CH:3]=[C:4]([C@H:9]([NH:13][C:14](=[O:20])[O:15][C:16]([CH3:19])([CH3:18])[CH3:17])[CH2:10][CH2:11]I)[CH:5]=[CH:6][C:7]=1[Cl:8].[CH3:21][S-:22].[Na+].O, predict the reaction product. The product is: [Cl:1][C:2]1[CH:3]=[C:4]([C@H:9]([NH:13][C:14](=[O:20])[O:15][C:16]([CH3:19])([CH3:18])[CH3:17])[CH2:10][CH2:11][S:22][CH3:21])[CH:5]=[CH:6][C:7]=1[Cl:8]. (2) Given the reactants [Br:1][C:2]1[CH:3]=[C:4]([N+:9]([O-:11])=[O:10])[C:5](Cl)=[N:6][CH:7]=1.[CH3:12][NH2:13], predict the reaction product. The product is: [Br:1][C:2]1[CH:3]=[C:4]([N+:9]([O-:11])=[O:10])[C:5]([NH:13][CH3:12])=[N:6][CH:7]=1. (3) Given the reactants CS[C:3]1[NH:4][CH:5]=[C:6]([CH2:10][C:11]2[CH:12]=[N:13][CH:14]=[N:15][CH:16]=2)[C:7](=[O:9])[N:8]=1.[F:17][C:18]([F:36])([F:35])[C:19]1[CH:20]=[C:21]([CH:32]=[CH:33][CH:34]=1)[O:22][C:23]1[CH:28]=[CH:27][C:26]([CH2:29][CH2:30][NH2:31])=[CH:25][CH:24]=1, predict the reaction product. The product is: [N:13]1[CH:12]=[C:11]([CH2:10][C:6]2[C:7](=[O:9])[N:8]=[C:3]([NH:31][CH2:30][CH2:29][C:26]3[CH:25]=[CH:24][C:23]([O:22][C:21]4[CH:32]=[CH:33][CH:34]=[C:19]([C:18]([F:17])([F:35])[F:36])[CH:20]=4)=[CH:28][CH:27]=3)[NH:4][CH:5]=2)[CH:16]=[N:15][CH:14]=1. (4) Given the reactants [C:12]([O:11][C:9](O[C:9]([O:11][C:12]([CH3:15])([CH3:14])[CH3:13])=[O:10])=[O:10])([CH3:15])([CH3:14])[CH3:13].C(N(CC)CC)C.[C:23]([O:27][C:28]([CH2:30][N:31]([CH:39]([CH2:68][C:69]1[CH:74]=[CH:73][C:72]([NH2:75])=[CH:71][CH:70]=1)[CH2:40][N:41]([CH2:60][C:61]([O:63][C:64]([CH3:67])([CH3:66])[CH3:65])=[O:62])[CH2:42][CH2:43][N:44]([CH2:52][C:53]([O:55][C:56]([CH3:59])([CH3:58])[CH3:57])=[O:54])[CH2:45][C:46]1[CH:51]=[CH:50][CH:49]=[CH:48][CH:47]=1)[CH2:32][C:33]1[CH:38]=[CH:37][CH:36]=[CH:35][CH:34]=1)=[O:29])([CH3:26])([CH3:25])[CH3:24], predict the reaction product. The product is: [C:23]([O:27][C:28]([CH2:30][N:31]([CH:39]([CH2:68][C:69]1[CH:74]=[CH:73][C:72]([NH:75][C:9]([O:11][C:12]([CH3:13])([CH3:14])[CH3:15])=[O:10])=[CH:71][CH:70]=1)[CH2:40][N:41]([CH2:60][C:61]([O:63][C:64]([CH3:65])([CH3:66])[CH3:67])=[O:62])[CH2:42][CH2:43][N:44]([CH2:52][C:53]([O:55][C:56]([CH3:57])([CH3:58])[CH3:59])=[O:54])[CH2:45][C:46]1[CH:47]=[CH:48][CH:49]=[CH:50][CH:51]=1)[CH2:32][C:33]1[CH:34]=[CH:35][CH:36]=[CH:37][CH:38]=1)=[O:29])([CH3:24])([CH3:25])[CH3:26]. (5) Given the reactants C([Li])CCC.CC1(C)CCCC(C)(C)N1.[Cl:16][C:17]1[C:21]2[CH:22]=[CH:23][C:24]([F:27])=[C:25]([F:26])[C:20]=2[O:19][N:18]=1.CN([CH:31]=[O:32])C.C(O)(=O)C, predict the reaction product. The product is: [Cl:16][C:17]1[C:21]2[CH:22]=[C:23]([CH:31]=[O:32])[C:24]([F:27])=[C:25]([F:26])[C:20]=2[O:19][N:18]=1. (6) The product is: [Cl:44][C:45]1[CH:46]=[C:47]([N+:52]([O-:54])=[O:53])[CH:48]=[CH:49][C:50]=1[O:11][C:10]1[C:2]([CH3:1])=[C:3]2[C:7](=[CH:8][CH:9]=1)[NH:6][N:5]=[CH:4]2. Given the reactants [CH3:1][C:2]1[C:10]([OH:11])=[CH:9][CH:8]=[C:7]2[C:3]=1[CH:4]=[N:5][N:6]2C1CCCCO1.CC1C(OC2C=CC=C([N+]([O-])=O)C=2)=CC=C2C=1C=NN2C1CCCCO1.[Cl:44][C:45]1[CH:46]=[C:47]([N+:52]([O-:54])=[O:53])[CH:48]=[CH:49][C:50]=1F.C(=O)([O-])[O-].[K+].[K+], predict the reaction product. (7) Given the reactants [CH3:1][N:2]1[C:7]2=[CH:8][S:9][C:10](C)=[C:6]2[C:5](=[O:12])[N:4]([CH3:13])[C:3]1=[O:14].[F:15][C:16]1[CH:17]=[C:18]([C:26]2[N:27]=[C:28]([NH2:31])[S:29][CH:30]=2)[CH:19]=[C:20]([C:22]([F:25])([F:24])[F:23])[CH:21]=1.CCN=C=NC[CH2:38][CH2:39]N(C)C.Cl.C1C=CC2N([OH:53])N=NC=2C=1, predict the reaction product. The product is: [CH3:1][N:2]1[C:10]2[S:9][CH:8]=[C:7]([CH2:38][C:39]([NH:31][C:28]3[S:29][CH:30]=[C:26]([C:18]4[CH:19]=[C:20]([C:22]([F:25])([F:23])[F:24])[CH:21]=[C:16]([F:15])[CH:17]=4)[N:27]=3)=[O:53])[C:6]=2[C:5](=[O:12])[N:4]([CH3:13])[C:3]1=[O:14]. (8) The product is: [Cl:1][C:2]1[CH:3]=[C:4]([S:9](=[O:11])(=[O:10])[NH2:12])[CH:5]=[CH:6][C:7]=1[NH:13][CH2:14][CH:15]1[O:20][CH2:19][CH2:18][N:17]([C:21]([O:23][C:24]([CH3:27])([CH3:26])[CH3:25])=[O:22])[CH2:16]1. Given the reactants [Cl:1][C:2]1[CH:3]=[C:4]([S:9]([NH2:12])(=[O:11])=[O:10])[CH:5]=[CH:6][C:7]=1F.[NH2:13][CH2:14][CH:15]1[O:20][CH2:19][CH2:18][N:17]([C:21]([O:23][C:24]([CH3:27])([CH3:26])[CH3:25])=[O:22])[CH2:16]1.C(N(C(C)C)C(C)C)C, predict the reaction product. (9) Given the reactants [Si:1]([O:8][CH:9]([C:44]1[CH:49]=[CH:48][C:47]([F:50])=[CH:46][CH:45]=1)[CH2:10][CH2:11][CH:12]([C:30](N1C(C2C=CC=CC=2)COC1=O)=[O:31])[CH:13]([C:22]1[CH:23]=[C:24]([CH:27]=[CH:28][CH:29]=1)[C:25]#[N:26])[NH:14][C:15]1[CH:20]=[CH:19][C:18]([F:21])=[CH:17][CH:16]=1)([C:4]([CH3:7])([CH3:6])[CH3:5])([CH3:3])[CH3:2].C[Si](C([Si](C)(C)C)C(N)=O)(C)C.[F-].C([N+](CCCC)(CCCC)CCCC)CCC.COC(C)(C)C, predict the reaction product. The product is: [Si:1]([O:8][CH:9]([C:44]1[CH:45]=[CH:46][C:47]([F:50])=[CH:48][CH:49]=1)[CH2:10][CH2:11][CH:12]1[C:30](=[O:31])[N:14]([C:15]2[CH:16]=[CH:17][C:18]([F:21])=[CH:19][CH:20]=2)[CH:13]1[C:22]1[CH:23]=[C:24]([CH:27]=[CH:28][CH:29]=1)[C:25]#[N:26])([C:4]([CH3:5])([CH3:6])[CH3:7])([CH3:3])[CH3:2]. (10) Given the reactants [CH:1]([N:4]1[C:8](=[O:9])[C:7]([CH3:16])([C:10]2[CH:15]=[CH:14][CH:13]=[CH:12][CH:11]=2)[N:6]([CH2:17][C:18]([O:20]C)=[O:19])[C:5]1=[O:22])([CH3:3])[CH3:2].[OH-].[Na+], predict the reaction product. The product is: [CH:1]([N:4]1[C:8](=[O:9])[C:7]([CH3:16])([C:10]2[CH:15]=[CH:14][CH:13]=[CH:12][CH:11]=2)[N:6]([CH2:17][C:18]([OH:20])=[O:19])[C:5]1=[O:22])([CH3:3])[CH3:2].